Dataset: Peptide-MHC class II binding affinity with 134,281 pairs from IEDB. Task: Regression. Given a peptide amino acid sequence and an MHC pseudo amino acid sequence, predict their binding affinity value. This is MHC class II binding data. (1) The binding affinity (normalized) is 0.402. The peptide sequence is AAPLSWSKDIYNYME. The MHC is DRB1_0101 with pseudo-sequence DRB1_0101. (2) The peptide sequence is FKVAATAAATAPADD. The MHC is DRB5_0101 with pseudo-sequence DRB5_0101. The binding affinity (normalized) is 0.348. (3) The peptide sequence is KMIGGIGGFVKVRQYDQIPI. The MHC is DRB1_0401 with pseudo-sequence DRB1_0401. The binding affinity (normalized) is 0.167. (4) The MHC is DRB3_0101 with pseudo-sequence DRB3_0101. The peptide sequence is FVHLGHRDNIEDDLL. The binding affinity (normalized) is 0.114. (5) The peptide sequence is DKKCIEWEKAQHGAC. The MHC is DRB1_0701 with pseudo-sequence DRB1_0701. The binding affinity (normalized) is 0.0493.